From a dataset of Full USPTO retrosynthesis dataset with 1.9M reactions from patents (1976-2016). Predict the reactants needed to synthesize the given product. (1) The reactants are: C(OC([N:8]1[CH2:13][CH2:12][CH:11]([C:14]2[CH:19]=[CH:18][C:17]([NH:20][C:21]3[N:36]=[C:24]4[C:25]([C:29]5[CH:34]=[CH:33][C:32]([F:35])=[CH:31][CH:30]=5)=[CH:26][CH:27]=[CH:28][N:23]4[N:22]=3)=[CH:16][CH:15]=2)[CH2:10][CH2:9]1)=O)(C)(C)C.FC(F)(F)C(O)=O. Given the product [F:35][C:32]1[CH:33]=[CH:34][C:29]([C:25]2[C:24]3[N:23]([N:22]=[C:21]([NH:20][C:17]4[CH:18]=[CH:19][C:14]([CH:11]5[CH2:12][CH2:13][NH:8][CH2:9][CH2:10]5)=[CH:15][CH:16]=4)[N:36]=3)[CH:28]=[CH:27][CH:26]=2)=[CH:30][CH:31]=1, predict the reactants needed to synthesize it. (2) Given the product [Cl:1][C:2]1[CH:3]=[C:4]([C:9]2[CH:10]=[C:11]([C:12]([F:15])([F:14])[F:13])[N:20]3[N:21]=[C:22]([CH2:26][C:27]#[N:28])[C:23]([C:24]#[N:25])=[C:19]3[N:18]=2)[CH:5]=[CH:6][C:7]=1[F:8], predict the reactants needed to synthesize it. The reactants are: [Cl:1][C:2]1[CH:3]=[C:4]([C:9](=O)[CH2:10][C:11](=O)[C:12]([F:15])([F:14])[F:13])[CH:5]=[CH:6][C:7]=1[F:8].[NH2:18][C:19]1[C:23]([C:24]#[N:25])=[C:22]([CH2:26][C:27]#[N:28])[NH:21][N:20]=1. (3) Given the product [CH2:6]([O:8][C:9]([C:11]1[NH:12][C:13]([CH:21]=[O:22])=[C:14]([CH3:16])[CH:15]=1)=[O:10])[CH3:7], predict the reactants needed to synthesize it. The reactants are: P(Cl)(Cl)(Cl)=O.[CH2:6]([O:8][C:9]([C:11]1[NH:12][CH:13]=[C:14]([CH3:16])[CH:15]=1)=[O:10])[CH3:7].[OH-].[Na+].CN(C)[CH:21]=[O:22]. (4) Given the product [Br:8][C:5]1[CH:6]=[CH:7][C:2]([C:17]#[C:16][Si:13]([C:9]([CH3:12])([CH3:11])[CH3:10])([CH3:15])[CH3:14])=[N:3][CH:4]=1, predict the reactants needed to synthesize it. The reactants are: Br[C:2]1[CH:7]=[CH:6][C:5]([Br:8])=[CH:4][N:3]=1.[C:9]([Si:13]([C:16]#[CH:17])([CH3:15])[CH3:14])([CH3:12])([CH3:11])[CH3:10].CCOC(C)=O. (5) Given the product [CH3:1][C:2]1([CH2:15][C:16]([O:18][CH2:19][CH3:20])=[O:17])[C:10]2[C:5](=[CH:6][CH:7]=[CH:8][C:9]=2[N+:11]([O-:13])=[O:12])[NH:4][C:3]1=[S:30], predict the reactants needed to synthesize it. The reactants are: [CH3:1][C:2]1([CH2:15][C:16]([O:18][CH2:19][CH3:20])=[O:17])[C:10]2[C:5](=[CH:6][CH:7]=[CH:8][C:9]=2[N+:11]([O-:13])=[O:12])[NH:4][C:3]1=O.COC1C=CC(P2(SP(C3C=CC(OC)=CC=3)(=S)S2)=[S:30])=CC=1. (6) Given the product [CH:34]1[C:33]2[N:29]([C:22]3[CH:21]=[CH:20][C:19]4[S:18][C:17]5[C:26](=[CH:27][CH:28]=[C:15]([N:14]6[C:12]7[CH:46]=[CH:45][CH:44]=[CH:11][C:10]=7[C:13]7[C:56]6=[CH:51][CH:52]=[CH:53][CH:54]=7)[CH:16]=5)[S:25][C:24]=4[CH:23]=3)[C:42]3[C:37](=[CH:38][CH:39]=[CH:40][CH:41]=3)[C:32]=2[CH:31]=[CH:36][CH:35]=1, predict the reactants needed to synthesize it. The reactants are: [C:10](P([C:10]([CH3:13])([CH3:12])[CH3:11])[C:10]([CH3:13])([CH3:12])[CH3:11])([CH3:13])([CH3:12])[CH3:11].[NH2:14][C:15]1[CH:28]=[CH:27][C:26]2[S:25][C:24]3[C:19](=[CH:20][CH:21]=[C:22]([NH2:29])[CH:23]=3)[S:18][C:17]=2[CH:16]=1.Br[C:31]1[CH:36]=[CH:35][CH:34]=[CH:33][C:32]=1[C:37]1[CH:42]=[CH:41][CH:40]=[CH:39][C:38]=1Br.[CH3:44][C:45](C)([O-])[CH3:46].[Na+].C1(C)[C:51]([CH3:56])=[CH:52][CH:53]=[CH:54]C=1. (7) Given the product [Cl:23][C:10]1[N:11]=[N:12][C:13]([CH3:14])=[C:8]([C:5]2[CH:6]=[CH:7][C:2]([Cl:1])=[CH:3][CH:4]=2)[C:9]=1[C:16]1[CH:20]=[CH:19][S:18][CH:17]=1, predict the reactants needed to synthesize it. The reactants are: [Cl:1][C:2]1[CH:7]=[CH:6][C:5]([C:8]2[C:13]([CH3:14])=[N:12][NH:11][C:10](=O)[C:9]=2[C:16]2[CH:20]=[CH:19][S:18][CH:17]=2)=[CH:4][CH:3]=1.P(Cl)(Cl)([Cl:23])=O.